Dataset: Forward reaction prediction with 1.9M reactions from USPTO patents (1976-2016). Task: Predict the product of the given reaction. (1) Given the reactants [NH2:1][C:2]1[N:7]=[C:6]([N:8]2[CH2:30][CH2:29][C:11]3([CH2:15][N:14]([C:16]([O:18][CH2:19][C:20]4[CH:25]=[CH:24][CH:23]=[CH:22][CH:21]=4)=[O:17])[C@H:13]([C:26]([OH:28])=[O:27])[CH2:12]3)[CH2:10][CH2:9]2)[CH:5]=[C:4]([O:31][C@H:32]([C:37]2[CH:42]=[CH:41][C:40](Br)=[CH:39][CH:38]=2)[C:33]([F:36])([F:35])[F:34])[N:3]=1.C([O-])([O-])=O.[Na+].[Na+].[CH3:50][O:51][C:52]1[CH:53]=[C:54](B(O)O)[CH:55]=[CH:56][CH:57]=1, predict the reaction product. The product is: [NH2:1][C:2]1[N:7]=[C:6]([N:8]2[CH2:30][CH2:29][C:11]3([CH2:15][N:14]([C:16]([O:18][CH2:19][C:20]4[CH:25]=[CH:24][CH:23]=[CH:22][CH:21]=4)=[O:17])[C@H:13]([C:26]([OH:28])=[O:27])[CH2:12]3)[CH2:10][CH2:9]2)[CH:5]=[C:4]([O:31][C@@H:32]([C:37]2[CH:42]=[CH:41][C:40]([C:56]3[CH:55]=[CH:54][CH:53]=[C:52]([O:51][CH3:50])[CH:57]=3)=[CH:39][CH:38]=2)[C:33]([F:36])([F:35])[F:34])[N:3]=1. (2) The product is: [ClH:61].[F:39][C:38]1[C:10]([S:7]([NH:6][C:40]2[CH:45]=[CH:44][CH:43]=[C:42]([F:46])[N:41]=2)(=[O:8])=[O:9])=[CH:11][C:12]2[O:16][C:15](=[O:17])[N:14]([CH2:18][C:19]3[CH:20]=[CH:21][CH:22]=[C:23]4[C:28]=3[CH2:27][NH:26][CH2:25][CH:24]4[F:36])[C:13]=2[CH:37]=1. Given the reactants COC1C=C(OC)C=CC=1C[N:6]([C:40]1[CH:45]=[CH:44][CH:43]=[C:42]([F:46])[N:41]=1)[S:7]([C:10]1[C:38]([F:39])=[CH:37][C:13]2[N:14]([CH2:18][C:19]3[CH:20]=[CH:21][CH:22]=[C:23]4[C:28]=3[CH2:27][N:26](C(OC(C)(C)C)=O)[CH2:25][CH:24]4[F:36])[C:15](=[O:17])[O:16][C:12]=2[CH:11]=1)(=[O:9])=[O:8].C(O)(C(F)(F)F)=O.C(Cl)[Cl:61], predict the reaction product. (3) The product is: [Br:8][C:4]1[CH:3]=[C:2]([NH2:1])[C:7]([I:14])=[CH:6][N:5]=1. Given the reactants [NH2:1][C:2]1[CH:7]=[CH:6][N:5]=[C:4]([Br:8])[CH:3]=1.C([O-])(=O)C.[Na+].[I:14]Cl, predict the reaction product. (4) Given the reactants O[CH:2]1[CH:3]([CH3:56])[CH2:4][CH2:5][CH:6]([O:48][Si:49]([CH2:54][CH3:55])([CH2:52][CH3:53])[CH2:50][CH3:51])[CH2:7][C:8]([O:10][CH:11](/[C:16](/[CH3:47])=[CH:17]/[CH:18]=[CH:19]/[C:20]([CH3:46])([O:38][Si:39]([CH2:44][CH3:45])([CH2:42][CH3:43])[CH2:40][CH3:41])[CH2:21][CH:22]2[O:37][CH:23]2[CH:24]([CH3:36])[CH:25]([O:28][Si:29]([CH2:34][CH3:35])([CH2:32][CH3:33])[CH2:30][CH3:31])[CH2:26][CH3:27])[CH:12]([CH3:15])[CH:13]=[CH:14]1)=[O:9].C(N(CC)CC)C.ClC([O:67][C:68]1[CH:73]=[CH:72][C:71]([N+:74]([O-:76])=[O:75])=[CH:70][CH:69]=1)=O.[C:77]([O:80]CC)(=[O:79])C, predict the reaction product. The product is: [CH3:56][CH:3]1[CH:2]([C:77]([O:80][O:67][C:68]2[CH:69]=[CH:70][C:71]([N+:74]([O-:76])=[O:75])=[CH:72][CH:73]=2)=[O:79])[CH:14]=[CH:13][CH:12]([CH3:15])[CH:11](/[C:16](/[CH3:47])=[CH:17]/[CH:18]=[CH:19]/[C:20]([CH3:46])([O:38][Si:39]([CH2:40][CH3:41])([CH2:44][CH3:45])[CH2:42][CH3:43])[CH2:21][CH:22]2[O:37][CH:23]2[CH:24]([CH3:36])[CH:25]([O:28][Si:29]([CH2:34][CH3:35])([CH2:30][CH3:31])[CH2:32][CH3:33])[CH2:26][CH3:27])[O:10][C:8](=[O:9])[CH2:7][CH:6]([O:48][Si:49]([CH2:54][CH3:55])([CH2:52][CH3:53])[CH2:50][CH3:51])[CH2:5][CH2:4]1. (5) Given the reactants [NH2:1][C:2]1[CH:3]=[C:4]([CH:27]=[CH:28][C:29]=1[C:30]#[N:31])[CH2:5][N:6]1[C:11](=[O:12])[CH2:10][N:9]([CH2:13][C:14]2[NH:15][C:16]3[C:21]([CH:22]=2)=[CH:20][C:19]([Cl:23])=[CH:18][CH:17]=3)[CH2:8][CH:7]1[C:24]([OH:26])=[O:25].[N:32]1C=NC=N[CH:33]=1.CC(O)=O, predict the reaction product. The product is: [NH2:31][C:30]1[C:29]2[C:2](=[CH:3][C:4]([CH2:5][N:6]3[C:11](=[O:12])[CH2:10][N:9]([CH2:13][C:14]4[NH:15][C:16]5[C:21]([CH:22]=4)=[CH:20][C:19]([Cl:23])=[CH:18][CH:17]=5)[CH2:8][CH:7]3[C:24]([OH:26])=[O:25])=[CH:27][CH:28]=2)[N:1]=[CH:33][N:32]=1.